From a dataset of Peptide-MHC class I binding affinity with 185,985 pairs from IEDB/IMGT. Regression. Given a peptide amino acid sequence and an MHC pseudo amino acid sequence, predict their binding affinity value. This is MHC class I binding data. The peptide sequence is RLYDLTRYA. The MHC is HLA-A02:01 with pseudo-sequence HLA-A02:01. The binding affinity (normalized) is 0.871.